Dataset: Catalyst prediction with 721,799 reactions and 888 catalyst types from USPTO. Task: Predict which catalyst facilitates the given reaction. (1) Reactant: Cl.[OH:2][C:3]1[CH:8]=[CH:7][CH:6]=[CH:5][C:4]=1[CH:9]1[N:13]([C:14]([C:16]2[S:20][C:19]([C:21]3[CH:35]=[CH:34][CH:33]=[CH:32][C:22]=3[CH2:23][NH:24]C(=O)OC(C)(C)C)=[CH:18][CH:17]=2)=[O:15])[N:12]=[C:11]([C:36]2[CH:41]=[N:40][CH:39]=[CH:38][N:37]=2)[CH2:10]1. Product: [NH2:24][CH2:23][C:22]1[CH:32]=[CH:33][CH:34]=[CH:35][C:21]=1[C:19]1[S:20][C:16]([C:14]([N:13]2[CH:9]([C:4]3[CH:5]=[CH:6][CH:7]=[CH:8][C:3]=3[OH:2])[CH2:10][C:11]([C:36]3[CH:41]=[N:40][CH:39]=[CH:38][N:37]=3)=[N:12]2)=[O:15])=[CH:17][CH:18]=1. The catalyst class is: 5. (2) Reactant: C(Cl)CCl.[O:5]=[C:6]1[NH:12][C:11]2[N:13]=[CH:14][C:15](/[CH:17]=[CH:18]/[C:19]([OH:21])=O)=[CH:16][C:10]=2[NH:9][CH2:8][CH2:7]1.C1C=CC2N(O)N=NC=2C=1.[CH3:32][O:33][C:34]1[C:35]([O:43][CH2:44][CH2:45][CH3:46])=[C:36]([CH2:40][NH:41][CH3:42])[CH:37]=[CH:38][CH:39]=1.C(N(C(C)C)C(C)C)C. Product: [CH3:32][O:33][C:34]1[C:35]([O:43][CH2:44][CH2:45][CH3:46])=[C:36]([CH:37]=[CH:38][CH:39]=1)[CH2:40][N:41]([CH3:42])[C:19](=[O:21])/[CH:18]=[CH:17]/[C:15]1[CH:14]=[N:13][C:11]2[NH:12][C:6](=[O:5])[CH2:7][CH2:8][NH:9][C:10]=2[CH:16]=1. The catalyst class is: 18.